Dataset: Reaction yield outcomes from USPTO patents with 853,638 reactions. Task: Predict the reaction yield, written as a fraction of the theoretical maximum amount of product (1.0 means a 100% yield; for example, 0.34 means a 34% yield). (1) The reactants are C(N(CC)CC)C.Br[C:9]1[CH:10]=[N:11][CH:12]=[C:13]([CH:16]=1)[C:14]#[N:15].[F-].C([N+](CCCC)(CCCC)CCCC)CCC.[F:35][C:36]1[CH:46]=[CH:45][C:44]([C:47]#[C:48][Si](C)(C)C)=[CH:43][C:37]=1[CH2:38][NH:39][C:40](=[O:42])[CH3:41]. The catalyst is O1CCCC1.[Br-].[Zn+2].[Br-].C1C=CC([P]([Pd]([P](C2C=CC=CC=2)(C2C=CC=CC=2)C2C=CC=CC=2)([P](C2C=CC=CC=2)(C2C=CC=CC=2)C2C=CC=CC=2)[P](C2C=CC=CC=2)(C2C=CC=CC=2)C2C=CC=CC=2)(C2C=CC=CC=2)C2C=CC=CC=2)=CC=1. The product is [C:14]([C:13]1[CH:16]=[C:9]([C:48]#[C:47][C:44]2[CH:45]=[CH:46][C:36]([F:35])=[C:37]([CH:43]=2)[CH2:38][NH:39][C:40](=[O:42])[CH3:41])[CH:10]=[N:11][CH:12]=1)#[N:15]. The yield is 0.420. (2) The reactants are [C:1]([C:3]1[CH:8]=[CH:7][C:6]([CH2:9]O)=[CH:5][CH:4]=1)#[CH:2].P(Br)(Br)[Br:12]. The catalyst is C(Cl)Cl. The product is [Br:12][CH2:9][C:6]1[CH:7]=[CH:8][C:3]([C:1]#[CH:2])=[CH:4][CH:5]=1. The yield is 0.680. (3) The reactants are [N+:1]([C:4]1[CH:5]=[C:6]([N:10]2[C:19]3[C:14](=[CH:15][CH:16]=[CH:17][N:18]=3)[CH:13]=[C:12]([CH2:20][CH2:21][C:22](=[O:29])[C:23]3[CH:28]=[CH:27][N:26]=[CH:25][CH:24]=3)[C:11]2=[O:30])[CH:7]=[CH:8][CH:9]=1)([O-:3])=[O:2].[BH4-].[Na+].CO. The catalyst is ClCCl. The product is [N+:1]([C:4]1[CH:5]=[C:6]([N:10]2[C:19]3[C:14](=[CH:15][CH:16]=[CH:17][N:18]=3)[CH:13]=[C:12]([CH2:20][CH2:21][CH:22]([OH:29])[C:23]3[CH:24]=[CH:25][N:26]=[CH:27][CH:28]=3)[C:11]2=[O:30])[CH:7]=[CH:8][CH:9]=1)([O-:3])=[O:2]. The yield is 0.710. (4) The reactants are Cl[C:2]1[N:7]=[C:6]([N:8]2[CH2:13][CH2:12][O:11][CH2:10][C@H:9]2[CH3:14])[CH:5]=[C:4]([C:15]2([S:21]([CH3:24])(=[O:23])=[O:22])[CH2:20][CH2:19][O:18][CH2:17][CH2:16]2)[N:3]=1.C(=O)([O-])[O-].[Na+].[Na+].[NH:31]1[C:39]2[C:34](=[C:35](B(O)O)[CH:36]=[CH:37][CH:38]=2)[CH:33]=[CH:32]1. The catalyst is COCCOC.O. The product is [CH3:14][C@@H:9]1[CH2:10][O:11][CH2:12][CH2:13][N:8]1[C:6]1[CH:5]=[C:4]([C:15]2([S:21]([CH3:24])(=[O:23])=[O:22])[CH2:20][CH2:19][O:18][CH2:17][CH2:16]2)[N:3]=[C:2]([C:35]2[CH:36]=[CH:37][CH:38]=[C:39]3[C:34]=2[CH:33]=[CH:32][NH:31]3)[N:7]=1. The yield is 0.340.